From a dataset of Reaction yield outcomes from USPTO patents with 853,638 reactions. Predict the reaction yield, written as a fraction of the theoretical maximum amount of product (1.0 means a 100% yield; for example, 0.34 means a 34% yield). (1) The reactants are Br[C:2]1[C:3]([Cl:20])=[C:4]2[CH:10]=[CH:9][N:8]([S:11]([C:14]3[CH:19]=[CH:18][CH:17]=[CH:16][CH:15]=3)(=[O:13])=[O:12])[C:5]2=[N:6][CH:7]=1.[F:21][C:22]1[CH:23]=[C:24](B(O)O)[CH:25]=[CH:26][CH:27]=1.C([O-])([O-])=O.[K+].[K+].C1(C)C=CC=CC=1. The catalyst is O.C1C=CC([P]([Pd]([P](C2C=CC=CC=2)(C2C=CC=CC=2)C2C=CC=CC=2)([P](C2C=CC=CC=2)(C2C=CC=CC=2)C2C=CC=CC=2)[P](C2C=CC=CC=2)(C2C=CC=CC=2)C2C=CC=CC=2)(C2C=CC=CC=2)C2C=CC=CC=2)=CC=1.CCO. The product is [Cl:20][C:3]1[C:2]([C:26]2[CH:25]=[CH:24][CH:23]=[C:22]([F:21])[CH:27]=2)=[CH:7][N:6]=[C:5]2[N:8]([S:11]([C:14]3[CH:19]=[CH:18][CH:17]=[CH:16][CH:15]=3)(=[O:13])=[O:12])[CH:9]=[CH:10][C:4]=12. The yield is 0.739. (2) The reactants are [CH2:1]([O:8][C:9]([NH:11][C:12]1[CH:13]=[C:14]([S:19]([NH2:22])(=[O:21])=[O:20])[CH:15]=[CH:16][C:17]=1[Cl:18])=[O:10])[C:2]1[CH:7]=[CH:6][CH:5]=[CH:4][CH:3]=1.[Cl:23][C:24]1[CH:25]=[C:26]([NH:40][C:41](OC2C=CC=CC=2)=[O:42])[C:27](=[CH:38][CH:39]=1)[C:28]([O:30][CH2:31][C:32]1[CH:37]=[CH:36][CH:35]=[CH:34][CH:33]=1)=[O:29]. No catalyst specified. The product is [CH2:1]([O:8][C:9]([NH:11][C:12]1[CH:13]=[C:14]([S:19]([NH:22][C:41]([NH:40][C:26]2[CH:25]=[C:24]([Cl:23])[CH:39]=[CH:38][C:27]=2[C:28]([O:30][CH2:31][C:32]2[CH:37]=[CH:36][CH:35]=[CH:34][CH:33]=2)=[O:29])=[O:42])(=[O:21])=[O:20])[CH:15]=[CH:16][C:17]=1[Cl:18])=[O:10])[C:2]1[CH:3]=[CH:4][CH:5]=[CH:6][CH:7]=1. The yield is 0.780. (3) The reactants are [N:1]12[CH2:8][CH2:7][C:4]([C:9]([C:17]3[CH:22]=[CH:21][CH:20]=[CH:19][CH:18]=3)([C:11]3[CH:16]=[CH:15][CH:14]=[CH:13][CH:12]=3)[OH:10])([CH2:5][CH2:6]1)[CH2:3][CH2:2]2.[Br:23][CH2:24][CH2:25][CH2:26][CH:27]=[CH2:28]. The catalyst is CC#N. The product is [Br-:23].[OH:10][C:9]([C:17]1[CH:22]=[CH:21][CH:20]=[CH:19][CH:18]=1)([C:11]1[CH:12]=[CH:13][CH:14]=[CH:15][CH:16]=1)[C:4]12[CH2:5][CH2:6][N+:1]([CH2:28][CH2:27][CH2:26][CH:25]=[CH2:24])([CH2:2][CH2:3]1)[CH2:8][CH2:7]2. The yield is 0.886. (4) The reactants are [CH3:1][N:2]1[CH2:7][CH2:6][N:5]([CH2:8][C:9]2([C:15]3[CH:20]=[CH:19][C:18]([OH:21])=[CH:17][CH:16]=3)[CH2:14][CH2:13][O:12][CH2:11][CH2:10]2)[CH2:4][CH2:3]1.[CH:22]([N:25]1[CH2:30][CH2:29][CH:28](O)[CH2:27][CH2:26]1)([CH3:24])[CH3:23].C1C=CC(P(C2C=CC=CC=2)C2C=CC=CC=2)=CC=1.CC(OC(/N=N/C(OC(C)C)=O)=O)C. No catalyst specified. The product is [CH:22]([N:25]1[CH2:30][CH2:29][CH:28]([O:21][C:18]2[CH:17]=[CH:16][C:15]([C:9]3([CH2:8][N:5]4[CH2:4][CH2:3][N:2]([CH3:1])[CH2:7][CH2:6]4)[CH2:10][CH2:11][O:12][CH2:13][CH2:14]3)=[CH:20][CH:19]=2)[CH2:27][CH2:26]1)([CH3:24])[CH3:23]. The yield is 0.140.